From a dataset of Experimentally validated miRNA-target interactions with 360,000+ pairs, plus equal number of negative samples. Binary Classification. Given a miRNA mature sequence and a target amino acid sequence, predict their likelihood of interaction. The miRNA is hsa-miR-328-5p with sequence GGGGGGGCAGGAGGGGCUCAGGG. The protein sequence of the target gene is MDSQELKTLINYYCQERYFHHVLLVASEGIKRYGSDPVFRFYHAYGTLMEGKTQEALREFEAIKNKQDVSLCSLLALIYAHKMSPNPDREAILESDARVKEQRKGAGEKALYHAGLFLWHIGRHDKAREYIDRMIKISDGSKQGHVLKAWLDITRGKEPYTKKALKYFEEGLQDGNDTFALLGKAQCLEMRQNYSGALETVNQIIVNFPSFLPAFVKKMKLQLALQDWDQTVETAQRLLLQDSQNVEALRMQALYYVCREGDIEKASTKLENLGNTLDAMEPQNAQLFYNITLAFSRTCG.... Result: 0 (no interaction).